Dataset: Full USPTO retrosynthesis dataset with 1.9M reactions from patents (1976-2016). Task: Predict the reactants needed to synthesize the given product. (1) Given the product [C:1]([O:5][C:6]([N:8]([CH2:16][C:17]1[C:18]([CH:24]2[CH2:26][CH2:25]2)=[N:19][CH:20]=[C:21]([C:32]2[CH:31]=[N:30][C:29]([C:28]([F:39])([F:38])[F:27])=[N:34][CH:33]=2)[CH:22]=1)[C:9](=[O:15])[O:10][C:11]([CH3:14])([CH3:13])[CH3:12])=[O:7])([CH3:4])([CH3:3])[CH3:2], predict the reactants needed to synthesize it. The reactants are: [C:1]([O:5][C:6]([N:8]([CH2:16][C:17]1[C:18]([CH:24]2[CH2:26][CH2:25]2)=[N:19][CH:20]=[C:21](Cl)[CH:22]=1)[C:9](=[O:15])[O:10][C:11]([CH3:14])([CH3:13])[CH3:12])=[O:7])([CH3:4])([CH3:3])[CH3:2].[F:27][C:28]([F:39])([F:38])[C:29]1[N:34]=[CH:33][C:32](B(O)O)=[CH:31][N:30]=1.C(Cl)(Cl)Cl.COC1C=CC=C(OC)C=1C1C=CC=CC=1P(C1CCCCC1)C1CCCCC1.[O-]P([O-])([O-])=O.[K+].[K+].[K+]. (2) Given the product [F:44][C:22]1[CH:23]=[C:24]2[C:29](=[C:20]([N:5]3[CH2:4][CH2:3][C:2]([NH:8][C:9](=[O:18])[O:10][CH2:11][C:12]4[CH:17]=[CH:16][CH:15]=[CH:14][CH:13]=4)([CH3:1])[CH2:7][CH2:6]3)[CH:21]=1)[N:28]=[C:27]([C:30]1[N:34]3[CH:35]=[CH:36][C:37]([O:39][CH2:40][CH2:41][O:42][CH3:43])=[CH:38][C:33]3=[N:32][CH:31]=1)[CH:26]=[CH:25]2, predict the reactants needed to synthesize it. The reactants are: [CH3:1][C:2]1([NH:8][C:9](=[O:18])[O:10][CH2:11][C:12]2[CH:17]=[CH:16][CH:15]=[CH:14][CH:13]=2)[CH2:7][CH2:6][NH:5][CH2:4][CH2:3]1.Br[C:20]1[CH:21]=[C:22]([F:44])[CH:23]=[C:24]2[C:29]=1[N:28]=[C:27]([C:30]1[N:34]3[CH:35]=[CH:36][C:37]([O:39][CH2:40][CH2:41][O:42][CH3:43])=[CH:38][C:33]3=[N:32][CH:31]=1)[CH:26]=[CH:25]2.C([O-])([O-])=O.[Cs+].[Cs+].C1C=CC(P(C2C=CC3C(=CC=CC=3)C=2C2C3C(=CC=CC=3)C=CC=2P(C2C=CC=CC=2)C2C=CC=CC=2)C2C=CC=CC=2)=CC=1. (3) Given the product [Br:16][CH2:15][C:2](=[O:1])[CH2:3][N:4]1[C:5](=[O:14])[C:6]2[C:11](=[CH:10][CH:9]=[CH:8][CH:7]=2)[C:12]1=[O:13], predict the reactants needed to synthesize it. The reactants are: [O:1]=[C:2]([CH3:15])[CH2:3][N:4]1[C:12](=[O:13])[C:11]2[C:6](=[CH:7][CH:8]=[CH:9][CH:10]=2)[C:5]1=[O:14].[Br:16]Br. (4) The reactants are: CC1C=C(N2CCN(CCOC3C=CC=CC=3)C2=O)SC=1C(O)=O.[CH3:25][C:26]1[CH:30]=[C:29]([N:31]2[CH2:35][CH2:34][N:33]([CH2:36][C:37](=[O:44])[C:38]3[CH:43]=[CH:42][CH:41]=[CH:40][CH:39]=3)[C:32]2=[O:45])[S:28][C:27]=1[C:46]([OH:48])=O.[NH2:49][CH2:50][C:51]1[CH:52]=[N:53][CH:54]=[CH:55][CH:56]=1. Given the product [CH3:25][C:26]1[CH:30]=[C:29]([N:31]2[CH2:35][CH2:34][N:33]([CH2:36][C:37](=[O:44])[C:38]3[CH:43]=[CH:42][CH:41]=[CH:40][CH:39]=3)[C:32]2=[O:45])[S:28][C:27]=1[C:46]([NH:49][CH2:50][C:51]1[CH:52]=[N:53][CH:54]=[CH:55][CH:56]=1)=[O:48], predict the reactants needed to synthesize it.